Dataset: Full USPTO retrosynthesis dataset with 1.9M reactions from patents (1976-2016). Task: Predict the reactants needed to synthesize the given product. (1) Given the product [CH2:7]([O:11][C:12]1[CH:13]=[C:14]([CH:17]=[C:18]([O:20][CH2:23][C:22]#[CH:21])[CH:19]=1)[CH2:15][OH:16])[C:8]#[CH:10], predict the reactants needed to synthesize it. The reactants are: C([O-])([O-])=O.[K+].[K+].[CH3:7][C:8]([CH3:10])=O.[OH:11][C:12]1[CH:13]=[C:14]([CH:17]=[C:18]([OH:20])[CH:19]=1)[CH2:15][OH:16].[CH2:21](Cl)[C:22]#[CH:23]. (2) Given the product [NH2:13][C:9]1[N:8]=[C:7]([NH:6][CH2:5][CH2:4][NH:3][C:15]2[CH:20]=[C:19]([C:21]3[CH:26]=[CH:25][CH:24]=[CH:23][CH:22]=3)[N:18]=[C:17]([NH2:27])[N:16]=2)[CH:12]=[CH:11][N:10]=1, predict the reactants needed to synthesize it. The reactants are: Cl.Cl.[NH2:3][CH2:4][CH2:5][NH:6][C:7]1[CH:12]=[CH:11][N:10]=[C:9]([NH2:13])[N:8]=1.Cl[C:15]1[CH:20]=[C:19]([C:21]2[CH:26]=[CH:25][CH:24]=[CH:23][CH:22]=2)[N:18]=[C:17]([NH2:27])[N:16]=1. (3) Given the product [CH3:4][C:3]1[N:5]=[C:11]([CH2:12][S:13][C:14]2[CH:19]=[CH:18][CH:17]=[CH:16][CH:15]=2)[O:1][N:2]=1, predict the reactants needed to synthesize it. The reactants are: [OH:1][NH:2][C:3](=[NH:5])[CH3:4].[H-].[Na+].C(O[C:11](=O)[CH2:12][S:13][C:14]1[CH:19]=[CH:18][CH:17]=[CH:16][CH:15]=1)C. (4) The reactants are: [CH3:1][N:2]([CH3:8])[CH2:3][CH:4]([OH:7])[CH2:5][OH:6].[S:9](Cl)([C:12]1[CH:18]=[CH:17][C:15]([CH3:16])=[CH:14][CH:13]=1)(=[O:11])=[O:10].CCN(CC)CC. Given the product [CH3:16][C:15]1[CH:17]=[CH:18][C:12]([S:9]([O:6][CH2:5][CH:4]([OH:7])[CH2:3][N:2]([CH3:8])[CH3:1])(=[O:11])=[O:10])=[CH:13][CH:14]=1, predict the reactants needed to synthesize it. (5) Given the product [Cl:24][CH2:23][C:21]([C:15]1[CH:14]=[CH:13][C:18]([F:19])=[CH:17][C:16]=1[F:20])([OH:22])[CH2:9][C:8]1[CH:11]=[CH:12][C:5]([Cl:4])=[CH:6][CH:7]=1, predict the reactants needed to synthesize it. The reactants are: [Mg].II.[Cl:4][C:5]1[CH:12]=[CH:11][C:8]([CH2:9]Cl)=[CH:7][CH:6]=1.[CH:13]1[C:18]([F:19])=[CH:17][C:16]([F:20])=[C:15]([C:21]([CH2:23][Cl:24])=[O:22])[CH:14]=1.[Cl-].[NH4+].